From a dataset of Peptide-MHC class I binding affinity with 185,985 pairs from IEDB/IMGT. Regression. Given a peptide amino acid sequence and an MHC pseudo amino acid sequence, predict their binding affinity value. This is MHC class I binding data. (1) The peptide sequence is RDITAFEGL. The binding affinity (normalized) is 0.0847. The MHC is HLA-A26:02 with pseudo-sequence HLA-A26:02. (2) The peptide sequence is RTAPPSLYGR. The MHC is HLA-A33:01 with pseudo-sequence HLA-A33:01. The binding affinity (normalized) is 0.281. (3) The peptide sequence is RTQIPAEML. The MHC is Mamu-A02 with pseudo-sequence Mamu-A02. The binding affinity (normalized) is 1.00. (4) The peptide sequence is ALCRWGLLL. The binding affinity (normalized) is 0.480. The MHC is HLA-A02:03 with pseudo-sequence HLA-A02:03.